From a dataset of CYP2C9 substrate classification data from Carbon-Mangels et al.. Regression/Classification. Given a drug SMILES string, predict its absorption, distribution, metabolism, or excretion properties. Task type varies by dataset: regression for continuous measurements (e.g., permeability, clearance, half-life) or binary classification for categorical outcomes (e.g., BBB penetration, CYP inhibition). Dataset: cyp2c9_substrate_carbonmangels. (1) The drug is CC(=O)Nc1ccccc1. The result is 0 (non-substrate). (2) The drug is CN(C)CC(Oc1ccccc1)Oc1ccccc1. The result is 0 (non-substrate). (3) The molecule is CCOC(=O)C1=C(COCCN)NC(C)=C(C(=O)OC)[C@@H]1c1ccccc1Cl. The result is 0 (non-substrate). (4) The compound is Cc1ccnc(NS(=O)(=O)c2ccc(N)cc2)n1. The result is 0 (non-substrate). (5) The compound is CCOc1ccc2c3c1O[C@H]1[C@@H](O)C=C[C@H]4[C@@H](C2)N(C)CC[C@]314. The result is 0 (non-substrate). (6) The compound is CN(C)CCOC(c1ccccc1)c1ccccc1. The result is 0 (non-substrate). (7) The result is 0 (non-substrate). The molecule is Cc1cccc([C@H](C)c2c[nH]cn2)c1C.